Task: Predict the reaction yield, written as a fraction of the theoretical maximum amount of product (1.0 means a 100% yield; for example, 0.34 means a 34% yield).. Dataset: Reaction yield outcomes from USPTO patents with 853,638 reactions (1) The reactants are [Cl:1][C:2]1[CH:7]=[CH:6][C:5]([C:8]2[C:12]([CH2:13][O:14][C:15]3[CH:23]=[CH:22][C:18]([C:19]([OH:21])=O)=[CH:17][N:16]=3)=[CH:11][O:10][N:9]=2)=[CH:4][CH:3]=1.CC1ON=C(C2C=CC=CC=2)C=1COC1C=CC(C(O)=O)=CN=1.[CH2:47]([CH2:49][NH2:50])[OH:48]. No catalyst specified. The product is [Cl:1][C:2]1[CH:3]=[CH:4][C:5]([C:8]2[C:12]([CH2:13][O:14][C:15]3[CH:23]=[CH:22][C:18]([C:19]([NH:50][CH2:49][CH2:47][OH:48])=[O:21])=[CH:17][N:16]=3)=[CH:11][O:10][N:9]=2)=[CH:6][CH:7]=1. The yield is 0.700. (2) The reactants are Br[C:2]1[CH:3]=[CH:4][C:5]([NH:8][C:9](=[O:16])[CH2:10][CH2:11][C:12]([O:14][CH3:15])=[O:13])=[N:6][CH:7]=1.[C:17]1(P(C2C=CC=CC=2)C2C=CC=CC=2)C=CC=C[CH:18]=1.C([Sn](CCCC)(CCCC)C=C)CCC. The catalyst is C1(C)C=CC=CC=1.[Pd].C1(P(C2C=CC=CC=2)C2C=CC=CC=2)C=CC=CC=1.[Pd]. The product is [O:16]=[C:9]([NH:8][C:5]1[CH:4]=[CH:3][C:2]([CH:17]=[CH2:18])=[CH:7][N:6]=1)[CH2:10][CH2:11][C:12]([O:14][CH3:15])=[O:13]. The yield is 0.150. (3) The reactants are Br[C:2]1[CH:3]=[C:4]2[C:10]([C:11]3[CH:16]=[CH:15][C:14]([F:17])=[CH:13][CH:12]=3)=[CH:9][N:8](S(C3C=CC(C)=CC=3)(=O)=O)[C:5]2=[N:6][CH:7]=1.[CH3:28][O:29][C:30]1[CH:31]=[C:32](B(O)O)[CH:33]=[C:34]([O:38][CH3:39])[C:35]=1[O:36][CH3:37].C([O-])([O-])=O.[Na+].[Na+].CCOC(C)=O. The catalyst is CC#N.Cl[Pd](Cl)([P](C1C=CC=CC=1)(C1C=CC=CC=1)C1C=CC=CC=1)[P](C1C=CC=CC=1)(C1C=CC=CC=1)C1C=CC=CC=1. The product is [F:17][C:14]1[CH:13]=[CH:12][C:11]([C:10]2[C:4]3[C:5](=[N:6][CH:7]=[C:2]([C:32]4[CH:33]=[C:34]([O:38][CH3:39])[C:35]([O:36][CH3:37])=[C:30]([O:29][CH3:28])[CH:31]=4)[CH:3]=3)[NH:8][CH:9]=2)=[CH:16][CH:15]=1. The yield is 0.290. (4) The reactants are [C:1]([O:6][C:7]1[CH:12]=[CH:11][C:10](Cl)=[CH:9][CH:8]=1)([CH2:4][CH3:5])([CH3:3])[CH3:2].[Mg].B(OC)(OC)[O:16]C.OO. The catalyst is C(O)(=O)C.O1CCCC1. The product is [CH3:5][CH2:4][C:1]([O:6][C:7]1[CH:12]=[CH:11][C:10]([OH:16])=[CH:9][CH:8]=1)([CH3:3])[CH3:2]. The yield is 0.690. (5) The catalyst is O1CCOCC1. The reactants are Cl[C:2]1[N:7]=[C:6]([NH:8][C:9]2[CH:14]=[CH:13][C:12]([O:15][CH2:16][CH2:17][O:18][CH3:19])=[CH:11][CH:10]=2)[C:5]([N+:20]([O-:22])=[O:21])=[CH:4][N:3]=1.[CH3:23][N:24]1[CH2:29][CH2:28][CH:27]([N:30]2[CH:34]=[C:33]([NH2:35])[CH:32]=[N:31]2)[CH2:26][CH2:25]1.CCN(C(C)C)C(C)C. The product is [CH3:19][O:18][CH2:17][CH2:16][O:15][C:12]1[CH:13]=[CH:14][C:9]([NH:8][C:6]2[C:5]([N+:20]([O-:22])=[O:21])=[CH:4][N:3]=[C:2]([NH:35][C:33]3[CH:32]=[N:31][N:30]([CH:27]4[CH2:28][CH2:29][N:24]([CH3:23])[CH2:25][CH2:26]4)[CH:34]=3)[N:7]=2)=[CH:10][CH:11]=1. The yield is 0.820. (6) The reactants are [CH2:1]([O:3][C:4](=[O:12])[CH2:5][NH:6][S:7]([CH2:10][CH3:11])(=[O:9])=[O:8])[CH3:2].Br[CH2:14][C:15]1[CH:16]=[C:17]([CH:35]=[CH:36][CH:37]=1)[CH2:18][O:19][C:20]1[CH:25]=[CH:24][C:23]([C:26]2[CH:31]=[C:30]([F:32])[C:29]([F:33])=[CH:28][C:27]=2[F:34])=[CH:22][CH:21]=1.C(=O)([O-])[O-].[K+].[K+]. The catalyst is CN(C=O)C. The product is [CH2:1]([O:3][C:4](=[O:12])[CH2:5][N:6]([S:7]([CH2:10][CH3:11])(=[O:8])=[O:9])[CH2:14][C:15]1[CH:37]=[CH:36][CH:35]=[C:17]([CH2:18][O:19][C:20]2[CH:25]=[CH:24][C:23]([C:26]3[CH:31]=[C:30]([F:32])[C:29]([F:33])=[CH:28][C:27]=3[F:34])=[CH:22][CH:21]=2)[CH:16]=1)[CH3:2]. The yield is 0.870.